From a dataset of Peptide-MHC class II binding affinity with 134,281 pairs from IEDB. Regression. Given a peptide amino acid sequence and an MHC pseudo amino acid sequence, predict their binding affinity value. This is MHC class II binding data. (1) The peptide sequence is RDFIEGVHGGTWVSA. The MHC is DRB1_0404 with pseudo-sequence DRB1_0404. The binding affinity (normalized) is 0.0733. (2) The peptide sequence is LGMNHVLQSIRRNYP. The binding affinity (normalized) is 0.824. The MHC is DRB1_0405 with pseudo-sequence DRB1_0405. (3) The peptide sequence is GVLVATNFFGINTIP. The MHC is DRB1_0401 with pseudo-sequence DRB1_0401. The binding affinity (normalized) is 0.0907. (4) The peptide sequence is MMIHTLEALDYKECE. The MHC is DRB1_1301 with pseudo-sequence DRB1_1301. The binding affinity (normalized) is 0.648. (5) The peptide sequence is FPCQEWQEVDSILGF. The MHC is DRB1_0901 with pseudo-sequence DRB1_0901. The binding affinity (normalized) is 0.390. (6) The peptide sequence is ILRQLLTGGVKKGRPSLKLQ. The MHC is HLA-DQA10101-DQB10501 with pseudo-sequence HLA-DQA10101-DQB10501. The binding affinity (normalized) is 0.0902. (7) The peptide sequence is ISRRDQRGSGQVVTY. The MHC is DRB1_0901 with pseudo-sequence DRB1_0901. The binding affinity (normalized) is 0.377. (8) The peptide sequence is GTTVYGAFDPLLAVADICKK. The MHC is DRB1_0405 with pseudo-sequence DRB1_0405. The binding affinity (normalized) is 0.199. (9) The peptide sequence is GNIVSSVNMISRMLI. The MHC is DRB1_0701 with pseudo-sequence DRB1_0701. The binding affinity (normalized) is 0.834.